From a dataset of Reaction yield outcomes from USPTO patents with 853,638 reactions. Predict the reaction yield, written as a fraction of the theoretical maximum amount of product (1.0 means a 100% yield; for example, 0.34 means a 34% yield). (1) The reactants are [H-].[Al+3].[Li+].[H-].[H-].[H-].[F:7][C:8]1[CH:9]=[C:10]([CH:20]=[CH:21][CH:22]=1)[O:11][C:12]1[CH:13]=[C:14]([CH:17]=[CH:18][CH:19]=1)[C:15]#[N:16].CO.[Cl-].[NH4+]. The product is [F:7][C:8]1[CH:9]=[C:10]([CH:20]=[CH:21][CH:22]=1)[O:11][C:12]1[CH:13]=[C:14]([CH:17]=[CH:18][CH:19]=1)[CH2:15][NH2:16]. The catalyst is O1CCCC1.O. The yield is 0.890. (2) The reactants are [BH4-].[Na+].[CH:3]1([CH2:6][O:7][C:8]2[CH:9]=[C:10]([C:14]3[C:22]4[C:17](=[CH:18][CH:19]=[C:20]([O:23][CH2:24][CH:25]=[O:26])[CH:21]=4)[N:16]([CH2:27][C:28]4[CH:33]=[CH:32][CH:31]=[C:30]([O:34][CH3:35])[CH:29]=4)[C:15]=3[C:36]([O:38][CH2:39][CH3:40])=[O:37])[CH:11]=[CH:12][CH:13]=2)[CH2:5][CH2:4]1. The catalyst is CO. The product is [CH:3]1([CH2:6][O:7][C:8]2[CH:9]=[C:10]([C:14]3[C:22]4[C:17](=[CH:18][CH:19]=[C:20]([O:23][CH2:24][CH2:25][OH:26])[CH:21]=4)[N:16]([CH2:27][C:28]4[CH:33]=[CH:32][CH:31]=[C:30]([O:34][CH3:35])[CH:29]=4)[C:15]=3[C:36]([O:38][CH2:39][CH3:40])=[O:37])[CH:11]=[CH:12][CH:13]=2)[CH2:5][CH2:4]1. The yield is 0.950. (3) The reactants are [CH2:1]1[O:9][C:8]2[CH:7]=[CH:6][C:5]([OH:10])=[CH:4][C:3]=2[O:2]1.F[C:12]1[CH:17]=[CH:16][CH:15]=[CH:14][C:13]=1[N+:18]([O-:20])=[O:19].[CH2:21]1[O:37][C:36]2[CH:35]=[CH:34][C:25]([O:26][C:27]3[CH:33]=[CH:32][CH:31]=[CH:30][C:28]=3[NH2:29])=[CH:24][C:23]=2[O:22]1.[NH2:38][C:39]1[S:40][CH:41]=[CH:42][N:43]=1. No catalyst specified. The product is [CH2:1]1[O:9][C:8]2[CH:7]=[CH:6][C:5]([O:10][C:12]3[CH:17]=[CH:16][CH:15]=[CH:14][C:13]=3[N+:18]([O-:20])=[O:19])=[CH:4][C:3]=2[O:2]1.[CH2:21]1[O:37][C:36]2[CH:35]=[CH:34][C:25]([O:26][C:27]3[CH:33]=[CH:32][CH:31]=[CH:30][C:28]=3[NH:29][C:5]([NH:38][C:39]3[S:40][CH:41]=[CH:42][N:43]=3)=[O:10])=[CH:24][C:23]=2[O:22]1. The yield is 0.580. (4) The reactants are [OH-].[Na+].Cl.Cl.[NH2:5][CH2:6][CH2:7][O:8][CH2:9][CH2:10][NH2:11].[CH3:12][C:13]([O:16][C:17](O[C:17]([O:16][C:13]([CH3:15])([CH3:14])[CH3:12])=[O:18])=[O:18])([CH3:15])[CH3:14]. The catalyst is CO.C1COCC1. The product is [NH2:5][CH2:6][CH2:7][O:8][CH2:9][CH2:10][NH:11][C:17](=[O:18])[O:16][C:13]([CH3:15])([CH3:14])[CH3:12]. The yield is 0.740. (5) The product is [Cl:1][C:2]1[N:7]=[CH:6][C:5]([C:8]2[CH:20]=[CH:19][C:11]3[N:12]=[C:13]([NH2:15])[S:14][C:10]=3[CH:9]=2)=[CH:4][C:3]=1[NH:21][CH:22]([CH3:24])[CH3:23]. The catalyst is CO. The reactants are [Cl:1][C:2]1[N:7]=[CH:6][C:5]([C:8]2[CH:20]=[CH:19][C:11]3[N:12]=[C:13]([NH:15]C(=O)C)[S:14][C:10]=3[CH:9]=2)=[CH:4][C:3]=1[NH:21][CH:22]([CH3:24])[CH3:23].[OH-].[Na+].O.Cl. The yield is 0.170. (6) The reactants are [Br:1][C:2]1[CH:3]=[C:4]([C:8]2[C:17]([CH:18]=[O:19])=[C:11]3[CH:12]=[CH:13][CH:14]=[C:15]([Cl:16])[N:10]3[N:9]=2)[CH:5]=[CH:6][CH:7]=1.[C:20]([Mg]Br)#[CH:21]. No catalyst specified. The product is [Br:1][C:2]1[CH:3]=[C:4]([C:8]2[C:17]([CH:18]([OH:19])[C:20]#[CH:21])=[C:11]3[CH:12]=[CH:13][CH:14]=[C:15]([Cl:16])[N:10]3[N:9]=2)[CH:5]=[CH:6][CH:7]=1. The yield is 0.680.